Dataset: Forward reaction prediction with 1.9M reactions from USPTO patents (1976-2016). Task: Predict the product of the given reaction. Given the reactants [CH3:1][O:2][C:3]1[CH:10]=[CH:9][CH:8]=[CH:7][C:4]=1[CH2:5][OH:6].[H-].[Na+].Br[CH2:14][CH2:15][CH2:16][OH:17], predict the reaction product. The product is: [CH3:1][O:2][C:3]1[CH:10]=[CH:9][CH:8]=[CH:7][C:4]=1[CH2:5][O:6][CH2:14][CH2:15][CH2:16][OH:17].